Dataset: Full USPTO retrosynthesis dataset with 1.9M reactions from patents (1976-2016). Task: Predict the reactants needed to synthesize the given product. (1) The reactants are: [CH:1]1([C:4]2[CH:13]=[C:12]3[C:7]([NH:8][C:9](=[O:23])[C:10]4[N:11]3[C:14]([CH:17]3[CH2:22][CH2:21][O:20][CH2:19][CH2:18]3)=[N:15][N:16]=4)=[CH:6][C:5]=2[C:24]([OH:26])=O)[CH2:3][CH2:2]1.BrC1C=C2C(NC(=O)C3N2C(C2CCOCC2)=NN=3)=CC=1C(O)=O.[CH2:51]1[C:59]2[C:54](=[CH:55][CH:56]=[CH:57][CH:58]=2)[CH2:53][NH:52]1.C(N(C(C)C)CC)(C)C.F[P-](F)(F)(F)(F)F.N1(OC(N(C)C)=[N+](C)C)C2N=CC=CC=2N=N1.C(=O)([O-])O.[Na+]. Given the product [CH:1]1([C:4]2[CH:13]=[C:12]3[C:7]([NH:8][C:9](=[O:23])[C:10]4[N:11]3[C:14]([CH:17]3[CH2:18][CH2:19][O:20][CH2:21][CH2:22]3)=[N:15][N:16]=4)=[CH:6][C:5]=2[C:24]([N:52]2[CH2:53][C:54]3[C:59](=[CH:58][CH:57]=[CH:56][CH:55]=3)[CH2:51]2)=[O:26])[CH2:2][CH2:3]1, predict the reactants needed to synthesize it. (2) Given the product [F:16][C:10]1[CH:2]=[CH:3][CH:4]=[C:5]([N:11]2[N:15]=[CH:14][CH:13]=[N:12]2)[C:6]=1[C:7]([OH:9])=[O:8], predict the reactants needed to synthesize it. The reactants are: F[C:2]1[CH:3]=[CH:4][C:5]([N:11]2[N:15]=[CH:14][CH:13]=[N:12]2)=[C:6]([CH:10]=1)[C:7]([OH:9])=[O:8].[F:16]C1C=CC(I)=C(C=1)C(O)=O. (3) The reactants are: C([O:4][CH2:5][CH2:6][N:7]1[C:12](=[O:13])[C:11]([C:14]2[N:18]([C:19]3[CH:24]=[CH:23][C:22]([C:25]#[N:26])=[CH:21][CH:20]=3)[N:17]=[CH:16][C:15]=2Br)=[C:10]([CH3:28])[N:9]([C:29]2[CH:34]=[CH:33][CH:32]=[C:31]([C:35]([F:38])([F:37])[F:36])[CH:30]=2)[C:8]1=[O:39])(=O)C.[C:40](B1OC(C)(C)C(C)(C)O1)([CH3:42])=[CH2:41].C(=O)([O-])[O-].[Na+].[Na+].O. Given the product [OH:4][CH2:5][CH2:6][N:7]1[C:12](=[O:13])[C:11]([C:14]2[N:18]([C:19]3[CH:24]=[CH:23][C:22]([C:25]#[N:26])=[CH:21][CH:20]=3)[N:17]=[CH:16][C:15]=2[CH:40]([CH3:42])[CH3:41])=[C:10]([CH3:28])[N:9]([C:29]2[CH:34]=[CH:33][CH:32]=[C:31]([C:35]([F:37])([F:38])[F:36])[CH:30]=2)[C:8]1=[O:39], predict the reactants needed to synthesize it. (4) Given the product [CH3:26][N:18]1[C:17]2[C:22]([CH3:24])=[CH:23][C:14]([C:12]([C:10]3[CH:9]=[C:6]([CH:5]=[C:4]([F:3])[CH:11]=3)[C:7]#[N:8])=[O:13])=[CH:15][C:16]=2[O:20][C:19]1=[O:21], predict the reactants needed to synthesize it. The reactants are: [H-].[Na+].[F:3][C:4]1[CH:5]=[C:6]([CH:9]=[C:10]([C:12]([C:14]2[CH:23]=[C:22]([CH3:24])[C:17]3[NH:18][C:19](=[O:21])[O:20][C:16]=3[CH:15]=2)=[O:13])[CH:11]=1)[C:7]#[N:8].I[CH3:26]. (5) Given the product [NH2:24][C:20]([C@@H:21]1[C@H:13]([C:14]2[S:15][CH:16]=[CH:17][N:18]=2)[NH:12][C@:7]([CH2:8][CH:9]([CH3:11])[CH3:10])([C:6]([O:5][C:1]([CH3:3])([CH3:4])[CH3:2])=[O:19])[CH2:22]1)=[O:23], predict the reactants needed to synthesize it. The reactants are: [C:1]([O:5][C:6](=[O:19])[CH:7]([N:12]=[CH:13][C:14]1[S:15][CH:16]=[CH:17][N:18]=1)[CH2:8][CH:9]([CH3:11])[CH3:10])([CH3:4])([CH3:3])[CH3:2].[C:20]([NH2:24])(=[O:23])[CH:21]=[CH2:22].[Br-].[Li+].C(N(CC)CC)C.[Cl-].[NH4+].